Dataset: Reaction yield outcomes from USPTO patents with 853,638 reactions. Task: Predict the reaction yield, written as a fraction of the theoretical maximum amount of product (1.0 means a 100% yield; for example, 0.34 means a 34% yield). (1) The reactants are [CH3:1][O:2][C:3]1[CH:8]=[C:7]([N+:9]([O-])=O)[CH:6]=[CH:5][C:4]=1[N:12]1[CH:16]=[N:15][C:14]([CH3:17])=[N:13]1. The catalyst is [Pd].CO. The product is [CH3:1][O:2][C:3]1[CH:8]=[C:7]([CH:6]=[CH:5][C:4]=1[N:12]1[CH:16]=[N:15][C:14]([CH3:17])=[N:13]1)[NH2:9]. The yield is 0.940. (2) The reactants are Cl[C:2]1[CH:3]=[C:4]([CH:41]=[CH:42][C:43]=1F)[C:5]1[C:10]([C:11]2[CH:20]=[CH:19][C:18]3[C:13](=[CH:14][CH:15]=[C:16]([C:21]4[N:25]([CH:26]5[CH2:31][CH2:30][CH2:29][CH2:28][CH2:27]5)[C:24]5[CH:32]=[CH:33][C:34]([C:36]([OH:38])=[O:37])=[CH:35][C:23]=5[N:22]=4)[CH:17]=3)[N:12]=2)=[CH:9][C:8]([O:39][CH3:40])=[CH:7][CH:6]=1.C[O:46][C:47]([C:49]1C=CC2N(C3CCCCC3)C(C3C=C4C(=CC=3)N=C(C3C=C(OC)C=CC=3Br)C=C4)=NC=2C=1)=O.C(OC1C=CC(B(O)O)=CC=1)C. No catalyst specified. The product is [CH:26]1([N:25]2[C:24]3[CH:32]=[CH:33][C:34]([C:36]([OH:38])=[O:37])=[CH:35][C:23]=3[N:22]=[C:21]2[C:16]2[CH:17]=[C:18]3[C:13](=[CH:14][CH:15]=2)[N:12]=[C:11]([C:10]2[C:5]([C:4]4[CH:41]=[CH:42][C:43]([O:46][CH2:47][CH3:49])=[CH:2][CH:3]=4)=[CH:6][CH:7]=[C:8]([O:39][CH3:40])[CH:9]=2)[CH:20]=[CH:19]3)[CH2:27][CH2:28][CH2:29][CH2:30][CH2:31]1. The yield is 0.160. (3) The reactants are C(O)C.O.NN.[CH3:7][N:8]1[C:14](=[O:15])[CH2:13][CH2:12][C:11]([CH3:17])([CH3:16])[C:10]2[CH:18]=[C:19]([N+:22]([O-])=O)[CH:20]=[CH:21][C:9]1=2. The catalyst is [Pd].O. The product is [NH2:22][C:19]1[CH:20]=[CH:21][C:9]2[N:8]([CH3:7])[C:14](=[O:15])[CH2:13][CH2:12][C:11]([CH3:17])([CH3:16])[C:10]=2[CH:18]=1. The yield is 0.990. (4) The catalyst is C(O)C. The product is [F:22][C:23]1[CH:28]=[CH:27][C:26]([CH:29]2[CH2:30][CH2:31][N:32]([C:2]3[NH:3][C:4](=[O:11])[C:5]4[CH:10]=[N:9][NH:8][C:6]=4[N:7]=3)[CH2:33][CH2:34]2)=[CH:25][CH:24]=1. The yield is 0.563. The reactants are Cl[C:2]1[NH:3][C:4](=[O:11])[C:5]2[CH:10]=[N:9][NH:8][C:6]=2[N:7]=1.CCN(C(C)C)C(C)C.Cl.[F:22][C:23]1[CH:28]=[CH:27][C:26]([CH:29]2[CH2:34][CH2:33][NH:32][CH2:31][CH2:30]2)=[CH:25][CH:24]=1.